Task: Regression. Given two drug SMILES strings and cell line genomic features, predict the synergy score measuring deviation from expected non-interaction effect.. Dataset: NCI-60 drug combinations with 297,098 pairs across 59 cell lines (1) Drug 1: CCCCC(=O)OCC(=O)C1(CC(C2=C(C1)C(=C3C(=C2O)C(=O)C4=C(C3=O)C=CC=C4OC)O)OC5CC(C(C(O5)C)O)NC(=O)C(F)(F)F)O. Drug 2: CC1=C2C(C(=O)C3(C(CC4C(C3C(C(C2(C)C)(CC1OC(=O)C(C(C5=CC=CC=C5)NC(=O)OC(C)(C)C)O)O)OC(=O)C6=CC=CC=C6)(CO4)OC(=O)C)O)C)O. Cell line: A498. Synergy scores: CSS=27.5, Synergy_ZIP=2.50, Synergy_Bliss=9.16, Synergy_Loewe=7.80, Synergy_HSA=7.99. (2) Cell line: HOP-62. Synergy scores: CSS=31.0, Synergy_ZIP=-9.68, Synergy_Bliss=-10.4, Synergy_Loewe=-11.1, Synergy_HSA=-8.38. Drug 2: CC1=C2C(C(=O)C3(C(CC4C(C3C(C(C2(C)C)(CC1OC(=O)C(C(C5=CC=CC=C5)NC(=O)OC(C)(C)C)O)O)OC(=O)C6=CC=CC=C6)(CO4)OC(=O)C)O)C)O. Drug 1: C1=CC(=C2C(=C1NCCNCCO)C(=O)C3=C(C=CC(=C3C2=O)O)O)NCCNCCO.